The task is: Predict the reaction yield, written as a fraction of the theoretical maximum amount of product (1.0 means a 100% yield; for example, 0.34 means a 34% yield).. This data is from Reaction yield outcomes from USPTO patents with 853,638 reactions. (1) The reactants are CCN=C=NCCCN(C)C.Cl.[NH:13]([C:28]([O:30][C:31]([CH3:34])([CH3:33])[CH3:32])=[O:29])[C@H:14]([C:25]([OH:27])=[O:26])[C@@H:15]([CH3:24])[O:16][CH2:17][C:18]1[CH:23]=[CH:22][CH:21]=[CH:20][CH:19]=1.[CH:35]1(O)[CH2:40][CH2:39][CH2:38][CH2:37][CH2:36]1. No catalyst specified. The product is [NH:13]([C:28]([O:30][C:31]([CH3:33])([CH3:32])[CH3:34])=[O:29])[C@H:14]([C:25]([O:27][CH:35]1[CH2:40][CH2:39][CH2:38][CH2:37][CH2:36]1)=[O:26])[C@@H:15]([CH3:24])[O:16][CH2:17][C:18]1[CH:23]=[CH:22][CH:21]=[CH:20][CH:19]=1. The yield is 0.950. (2) The reactants are [OH:1][C:2]1[C:3](=[O:29])[C:4]([C:18]2[N:22]([C:23]3[CH:28]=[CH:27][CH:26]=[CH:25][CH:24]=3)[N:21]=[CH:20][CH:19]=2)=[N:5][N:6]([C:8]2[CH:13]=[CH:12][CH:11]=[C:10]([C:14]([F:17])([F:16])[F:15])[CH:9]=2)[CH:7]=1.I[CH:31]([CH3:33])[CH3:32].C([O-])([O-])=O.[K+].[K+].O. The catalyst is CN(C=O)C. The product is [CH3:32][CH:31]([O:1][C:2]1[C:3](=[O:29])[C:4]([C:18]2[N:22]([C:23]3[CH:24]=[CH:25][CH:26]=[CH:27][CH:28]=3)[N:21]=[CH:20][CH:19]=2)=[N:5][N:6]([C:8]2[CH:13]=[CH:12][CH:11]=[C:10]([C:14]([F:16])([F:15])[F:17])[CH:9]=2)[CH:7]=1)[CH3:33]. The yield is 0.720. (3) The yield is 1.00. The reactants are [C:1]([C:3]1[C:4]([C:14]2[CH:19]=[CH:18][C:17]([Cl:20])=[CH:16][C:15]=2[Cl:21])=[C:5]([C:9]([O:11]CC)=[O:10])[S:6][C:7]=1[I:8])#[N:2].[OH-].[Na+]. The catalyst is O1CCCC1.O. The product is [C:1]([C:3]1[C:4]([C:14]2[CH:19]=[CH:18][C:17]([Cl:20])=[CH:16][C:15]=2[Cl:21])=[C:5]([C:9]([OH:11])=[O:10])[S:6][C:7]=1[I:8])#[N:2]. (4) The reactants are [Cl:1][C:2]1[CH:10]=[C:6]([C:7]([OH:9])=O)[C:5]([OH:11])=[CH:4][CH:3]=1.[NH2:12][C:13]1[CH:14]=[CH:15][C:16]2[N:17]([CH2:26][CH3:27])[C:18]3[C:23]([C:24]=2[CH:25]=1)=[CH:22][CH:21]=[CH:20][CH:19]=3. No catalyst specified. The product is [CH2:26]([N:17]1[C:16]2[CH:15]=[CH:14][C:13]([NH:12][C:7](=[O:9])[C:6]3[CH:10]=[C:2]([Cl:1])[CH:3]=[CH:4][C:5]=3[OH:11])=[CH:25][C:24]=2[C:23]2[C:18]1=[CH:19][CH:20]=[CH:21][CH:22]=2)[CH3:27]. The yield is 0.646. (5) The reactants are [CH:1]([C:3]1[CH:37]=[CH:36][C:6]([CH2:7][N:8]2[C:13](=[O:14])[C:12]([CH2:15][C:16]3[CH:21]=[CH:20][C:19]([C:22]4[C:23]([C:28]#[N:29])=[CH:24][CH:25]=[CH:26][CH:27]=4)=[CH:18][CH:17]=3)=[C:11]([CH2:30][CH2:31][CH3:32])[N:10]3[N:33]=[CH:34][N:35]=[C:9]23)=[CH:5][CH:4]=1)=[O:2].[CH3:38][Mg]Br.[Cl-].[NH4+]. The catalyst is O1CCCC1. The product is [OH:2][CH:1]([C:3]1[CH:4]=[CH:5][C:6]([CH2:7][N:8]2[C:13](=[O:14])[C:12]([CH2:15][C:16]3[CH:21]=[CH:20][C:19]([C:22]4[C:23]([C:28]#[N:29])=[CH:24][CH:25]=[CH:26][CH:27]=4)=[CH:18][CH:17]=3)=[C:11]([CH2:30][CH2:31][CH3:32])[N:10]3[N:33]=[CH:34][N:35]=[C:9]23)=[CH:36][CH:37]=1)[CH3:38]. The yield is 0.900. (6) The reactants are [CH3:1][S:2]([C:5]1[CH:6]=[C:7]([CH:10]=[CH:11][N:12]=1)[C:8]#[N:9])(=[O:4])=[O:3].[BH4-].[Na+].C(O)(C(F)(F)F)=O.[H][H].[C:24](O[C:24]([O:26][C:27]([CH3:30])([CH3:29])[CH3:28])=[O:25])([O:26][C:27]([CH3:30])([CH3:29])[CH3:28])=[O:25]. The catalyst is C1COCC1.[Br-].[Zn+2].[Br-].O.CO. The product is [CH3:1][S:2]([C:5]1[CH:6]=[C:7]([CH2:8][NH:9][C:24](=[O:25])[O:26][C:27]([CH3:30])([CH3:29])[CH3:28])[CH:10]=[CH:11][N:12]=1)(=[O:4])=[O:3]. The yield is 0.760. (7) The reactants are [F:1][C:2]1[CH:3]=[CH:4][C:5]([NH:8][NH:9][C:10]([N:12]2[CH2:17][CH2:16][O:15][CH2:14][C@@H:13]2[CH3:18])=O)=[N:6][CH:7]=1.C1(P(C2C=CC=CC=2)C2C=CC=CC=2)C=CC=CC=1.C(N(CC)CC)C.ClC(Cl)(Cl)C(Cl)(Cl)Cl. The catalyst is C1COCC1. The product is [F:1][C:2]1[CH:3]=[CH:4][C:5]2[N:6]([C:10]([N:12]3[CH2:17][CH2:16][O:15][CH2:14][C@@H:13]3[CH3:18])=[N:9][N:8]=2)[CH:7]=1. The yield is 0.290.